Dataset: Reaction yield outcomes from USPTO patents with 853,638 reactions. Task: Predict the reaction yield, written as a fraction of the theoretical maximum amount of product (1.0 means a 100% yield; for example, 0.34 means a 34% yield). (1) The reactants are Br[C:2]1[C:10]2[C:5](=[CH:6][CH:7]=[C:8]([C:11]#[N:12])[CH:9]=2)[N:4]([CH:13]2[CH2:18][CH2:17][CH2:16][CH2:15][O:14]2)[N:3]=1.[OH:19][C:20]1[CH:21]=[C:22](B(O)O)[CH:23]=[CH:24][CH:25]=1.[O-]P([O-])([O-])=O.[K+].[K+].[K+]. The catalyst is COCCOC.CCOC(C)=O.C1C=CC(P(C2C=CC=CC=2)[C-]2C=CC=C2)=CC=1.C1C=CC(P(C2C=CC=CC=2)[C-]2C=CC=C2)=CC=1.Cl[Pd]Cl.[Fe+2]. The product is [OH:19][C:20]1[CH:25]=[C:24]([C:2]2[C:10]3[C:5](=[CH:6][CH:7]=[C:8]([C:11]#[N:12])[CH:9]=3)[N:4]([CH:13]3[CH2:18][CH2:17][CH2:16][CH2:15][O:14]3)[N:3]=2)[CH:23]=[CH:22][CH:21]=1. The yield is 0.740. (2) The product is [O:1]1[CH2:6][CH2:5][CH2:4][CH2:3][CH:2]1[C:7]([Cl:13])=[O:9]. The catalyst is C(Cl)Cl.CN(C=O)C. The yield is 0.990. The reactants are [O:1]1[CH2:6][CH2:5][CH2:4][CH2:3][CH:2]1[C:7]([OH:9])=O.C(Cl)(=O)C([Cl:13])=O. (3) The reactants are [C:1]([N:5]1[C:9]([C:10]([F:13])([F:12])[F:11])=[C:8]([C:14]([OH:16])=O)[CH:7]=[N:6]1)([CH3:4])([CH3:3])[CH3:2].CCN(C(C)C)C(C)C.[B-](F)(F)(F)F.CN(C(ON1C(=O)CCC1=O)=[N+](C)C)C.Cl.[NH2:47][CH:48]1[CH:55]2[CH2:56][CH:51]3[CH2:52][CH:53]([CH2:57][CH:49]1[CH2:50]3)[CH2:54]2. The catalyst is ClCCl.CN(C=O)C.O. The product is [CH:49]12[CH2:57][CH:53]3[CH2:52][CH:51]([CH2:56][CH:55]([CH2:54]3)[CH:48]1[NH:47][C:14]([C:8]1[CH:7]=[N:6][N:5]([C:1]([CH3:2])([CH3:3])[CH3:4])[C:9]=1[C:10]([F:11])([F:12])[F:13])=[O:16])[CH2:50]2. The yield is 0.650. (4) The reactants are C(O[C:4](=[O:33])[CH2:5][CH2:6][C:7]1[CH:12]=[CH:11][C:10]([S:13][CH2:14][CH2:15][C@@H:16]([O:18][C:19]2[CH:24]=[CH:23][C:22]([O:25][C:26]([F:29])([F:28])[F:27])=[CH:21][C:20]=2Br)[CH3:17])=[CH:9][C:8]=1[CH2:31][CH3:32])C.[C:34]1([OH:40])[CH:39]=[CH:38][CH:37]=[CH:36][CH:35]=1.C(=O)([O-])[O-:42].[Cs+].[Cs+].CC(C)(C(=O)CC(=O)C(C)(C)C)C.[OH-].[Na+]. The catalyst is CN1C(=O)CCC1.[Cu]Cl. The product is [CH2:31]([C:8]1[CH:9]=[C:10]([S:13][CH2:14][CH2:15][C@@H:16]([O:18][C:19]2[CH:24]=[CH:23][C:22]([O:25][C:26]([F:29])([F:28])[F:27])=[CH:21][C:20]=2[O:40][C:34]2[CH:39]=[CH:38][CH:37]=[CH:36][CH:35]=2)[CH3:17])[CH:11]=[CH:12][C:7]=1[CH2:6][CH2:5][C:4]([OH:33])=[O:42])[CH3:32]. The yield is 0.590. (5) The reactants are [N+](C1C=CC(S(O[CH2:14][C:15]([C:18]2[O:22][N:21]=[C:20]([NH2:23])[CH:19]=2)([CH3:17])[CH3:16])(=O)=O)=CC=1)([O-])=O.[NH:24]1[CH2:29][CH2:28][O:27][CH2:26][CH2:25]1.C1CCN2C(=NCCC2)CC1. The catalyst is C(#N)C. The product is [CH3:16][C:15]([C:18]1[O:22][N:21]=[C:20]([NH2:23])[CH:19]=1)([CH3:17])[CH2:14][N:24]1[CH2:29][CH2:28][O:27][CH2:26][CH2:25]1. The yield is 0.100.